This data is from Forward reaction prediction with 1.9M reactions from USPTO patents (1976-2016). The task is: Predict the product of the given reaction. (1) Given the reactants NC(=O)[C@@H](N[C:6]1[CH:11]=[C:10]([C:12](=[O:14])[NH2:13])[N:9]=[C:8]([C:15]2[CH:16]=[CH:17][C:18]([O:25][C:26]3[CH:31]=[CH:30][C:29]([F:32])=[CH:28][CH:27]=3)=[C:19]([CH:24]=2)[C:20](OC)=[O:21])[N:7]=1)C.[BH4-].[Na+], predict the reaction product. The product is: [F:32][C:29]1[CH:30]=[CH:31][C:26]([O:25][C:18]2[CH:17]=[CH:16][C:15]([C:8]3[N:9]=[C:10]([C:12]([NH2:13])=[O:14])[CH:11]=[CH:6][N:7]=3)=[CH:24][C:19]=2[CH2:20][OH:21])=[CH:27][CH:28]=1. (2) The product is: [ClH:25].[F:23][C:2]([F:1])([F:24])[C:3]([NH:5][CH2:6][CH2:7][CH2:8][CH2:9][N:10]1[CH2:20][C:19]2[N:21]3[C:12](=[CH:13][N:14]=[C:15]3[CH:16]=[CH:17][CH:18]=2)[C:11]1=[O:22])=[O:4]. Given the reactants [F:1][C:2]([F:24])([F:23])[C:3]([NH:5][CH2:6][CH2:7][CH2:8][CH2:9][N:10]1[CH2:20][C:19]2[N:21]3[C:12](=[CH:13][N:14]=[C:15]3[CH:16]=[CH:17][CH:18]=2)[C:11]1=[O:22])=[O:4].[ClH:25], predict the reaction product. (3) Given the reactants [NH:1]1[CH2:6][CH2:5][CH2:4][CH2:3][CH2:2]1.Cl[S:8]([C:11]1[CH:12]=[CH:13][C:14]([OH:21])=[C:15]([CH:20]=1)[C:16]([O:18][CH3:19])=[O:17])(=[O:10])=[O:9], predict the reaction product. The product is: [OH:21][C:14]1[CH:13]=[CH:12][C:11]([S:8]([N:1]2[CH2:6][CH2:5][CH2:4][CH2:3][CH2:2]2)(=[O:10])=[O:9])=[CH:20][C:15]=1[C:16]([O:18][CH3:19])=[O:17]. (4) Given the reactants [CH2:1]([N:4]1[C:13]2[C:8](=[CH:9][C:10]([C:14]([OH:16])=O)=[CH:11][CH:12]=2)[CH2:7][CH2:6][CH2:5]1)[CH:2]=[CH2:3].C(C1NC=CN=1)([C:19]1[NH:20]C=CN=1)=O.CN, predict the reaction product. The product is: [CH2:1]([N:4]1[C:13]2[C:8](=[CH:9][C:10]([C:14]([NH:20][CH3:19])=[O:16])=[CH:11][CH:12]=2)[CH2:7][CH2:6][CH2:5]1)[CH:2]=[CH2:3]. (5) Given the reactants [N:1]1([CH2:6][CH2:7][OH:8])[CH2:5][CH2:4][CH2:3][CH2:2]1.[H-].[Na+].[Cl:11][C:12]1[CH:17]=[C:16](Cl)[N:15]=[C:14]([C:19]2[N:23]3[CH:24]=[C:25]([F:28])[CH:26]=[CH:27][C:22]3=[N:21][CH:20]=2)[N:13]=1, predict the reaction product. The product is: [Cl:11][C:12]1[CH:17]=[C:16]([O:8][CH2:7][CH2:6][N:1]2[CH2:5][CH2:4][CH2:3][CH2:2]2)[N:15]=[C:14]([C:19]2[N:23]3[CH:24]=[C:25]([F:28])[CH:26]=[CH:27][C:22]3=[N:21][CH:20]=2)[N:13]=1. (6) The product is: [ClH:18].[ClH:18].[CH2:11]1[C@H:10]2[CH2:9][NH:8][CH2:17][CH2:16][N:15]2[CH2:14][CH2:13][O:12]1. Given the reactants C1(C[N:8]2[CH2:17][CH2:16][N:15]3[C@@H:10]([CH2:11][O:12][CH2:13][CH2:14]3)[CH2:9]2)C=CC=CC=1.[ClH:18], predict the reaction product. (7) The product is: [CH2:1]([S:3]([CH2:6][CH2:7][O:8][C:9]1[CH:14]=[C:13]([CH3:15])[C:12]([C:16]2[CH:21]=[CH:20][CH:19]=[C:18]([CH2:22][O:23][C:24]3[CH:29]=[CH:28][C:27]([CH2:30][CH2:31][C:32]([OH:34])=[O:33])=[CH:26][CH:25]=3)[CH:17]=2)=[C:11]([CH3:39])[CH:10]=1)(=[O:5])=[O:4])[CH3:2]. Given the reactants [CH2:1]([S:3]([CH2:6][CH2:7][O:8][C:9]1[CH:14]=[C:13]([CH3:15])[C:12]([C:16]2[CH:21]=[CH:20][CH:19]=[C:18]([CH2:22][O:23][C:24]3[CH:29]=[CH:28][C:27]([CH2:30][CH2:31][C:32]([O:34]C(C)(C)C)=[O:33])=[CH:26][CH:25]=3)[CH:17]=2)=[C:11]([CH3:39])[CH:10]=1)(=[O:5])=[O:4])[CH3:2].FC(F)(F)C(O)=O, predict the reaction product. (8) Given the reactants [F:1][C:2]1[CH:3]=[C:4]([OH:9])[CH:5]=[CH:6][C:7]=1[F:8].Cl[C:11]1[CH:12]=[CH:13][C:14]([N+:26]([O-:28])=[O:27])=[C:15]([CH2:17][NH:18][C:19](=[O:25])[O:20][C:21]([CH3:24])([CH3:23])[CH3:22])[CH:16]=1.[H-].[Na+], predict the reaction product. The product is: [C:21]([O:20][C:19](=[O:25])[NH:18][CH2:17][C:15]1[CH:16]=[C:11]([O:9][C:4]2[CH:5]=[CH:6][C:7]([F:8])=[C:2]([F:1])[CH:3]=2)[CH:12]=[CH:13][C:14]=1[N+:26]([O-:28])=[O:27])([CH3:24])([CH3:22])[CH3:23]. (9) Given the reactants [F:1][C:2]1[CH:27]=[CH:26][C:5]([CH2:6][N:7]2[C:11]3=[N:12][CH:13]=[CH:14][CH:15]=[C:10]3[C:9]([C:16]([CH:19]3[NH:23]C(=O)N[C:20]3=[O:25])([CH3:18])[CH3:17])=[CH:8]2)=[CH:4][CH:3]=1.[OH-:28].[Na+].Cl, predict the reaction product. The product is: [NH2:23][CH:19]([C:16]([C:9]1[C:10]2[C:11](=[N:12][CH:13]=[CH:14][CH:15]=2)[N:7]([CH2:6][C:5]2[CH:4]=[CH:3][C:2]([F:1])=[CH:27][CH:26]=2)[CH:8]=1)([CH3:18])[CH3:17])[C:20]([OH:28])=[O:25]. (10) Given the reactants [Br:1][C:2]1[CH:7]=[C:6]([NH:8][CH:9]([CH3:11])[CH3:10])[C:5]([N+:12]([O-])=O)=[CH:4][N:3]=1, predict the reaction product. The product is: [Br:1][C:2]1[N:3]=[CH:4][C:5]([NH2:12])=[C:6]([NH:8][CH:9]([CH3:11])[CH3:10])[CH:7]=1.